This data is from Forward reaction prediction with 1.9M reactions from USPTO patents (1976-2016). The task is: Predict the product of the given reaction. (1) Given the reactants [Si:1]([O:8][CH2:9][C@@H:10]1[CH:15]=[C:14]([CH2:16][O:17][CH2:18][C:19]2[CH:24]=[CH:23][C:22]([O:25][CH3:26])=[CH:21][CH:20]=2)[C:13](=O)[CH2:12][N:11]1[C:28]([O:30][C:31]([CH3:34])([CH3:33])[CH3:32])=[O:29])([C:4]([CH3:7])([CH3:6])[CH3:5])([CH3:3])[CH3:2].[CH2:35]([O:38][NH:39][S:40]([C:43]1[CH:48]=[CH:47][CH:46]=[CH:45][C:44]=1[N+:49]([O-:51])=[O:50])(=[O:42])=[O:41])[CH:36]=[CH2:37].C(ON([C@H]1CN(C(OC(C)(C)C)=O)[C@H](CO[Si](C(C)(C)C)(C)C)C=C1C)S(C1C=CC=CC=1[N+]([O-])=O)(=O)=O)C=C, predict the reaction product. The product is: [CH2:35]([O:38][N:39]([CH:13]1[CH2:12][N:11]([C:28]([O:30][C:31]([CH3:32])([CH3:34])[CH3:33])=[O:29])[C@H:10]([CH2:9][O:8][Si:1]([C:4]([CH3:7])([CH3:5])[CH3:6])([CH3:3])[CH3:2])[CH:15]=[C:14]1[CH2:16][O:17][CH2:18][C:19]1[CH:20]=[CH:21][C:22]([O:25][CH3:26])=[CH:23][CH:24]=1)[S:40]([C:43]1[CH:48]=[CH:47][CH:46]=[CH:45][C:44]=1[N+:49]([O-:51])=[O:50])(=[O:42])=[O:41])[CH:36]=[CH2:37]. (2) Given the reactants [Cl:1][C:2]1[C:3]([C:21]2[N:25]3[CH:26]=[CH:27][CH:28]=[CH:29][C:24]3=[N:23][CH:22]=2)=[N:4][C:5]([NH:8][C:9]2[CH:14]=[CH:13][C:12]([CH2:15][C:16]([OH:18])=O)=[CH:11][C:10]=2[O:19][CH3:20])=[N:6][CH:7]=1.[NH:30]1[CH2:34][CH2:33][C@H:32]([OH:35])[CH2:31]1, predict the reaction product. The product is: [Cl:1][C:2]1[C:3]([C:21]2[N:25]3[CH:26]=[CH:27][CH:28]=[CH:29][C:24]3=[N:23][CH:22]=2)=[N:4][C:5]([NH:8][C:9]2[CH:14]=[CH:13][C:12]([CH2:15][C:16]([N:30]3[CH2:34][CH2:33][C@H:32]([OH:35])[CH2:31]3)=[O:18])=[CH:11][C:10]=2[O:19][CH3:20])=[N:6][CH:7]=1. (3) Given the reactants [C:1](Cl)(=[O:4])[CH2:2][CH3:3].N1C=CC=CC=1.[CH2:12]([O:19][C:20]1[CH:25]=[CH:24][C:23]([C:26]2[O:30][C:29]([CH2:31][NH2:32])=[N:28][C:27]=2[C:33]2[CH:38]=[CH:37][C:36]([O:39][CH3:40])=[CH:35][CH:34]=2)=[CH:22][CH:21]=1)[C:13]1[CH:18]=[CH:17][CH:16]=[CH:15][CH:14]=1, predict the reaction product. The product is: [CH2:12]([O:19][C:20]1[CH:21]=[CH:22][C:23]([C:26]2[O:30][C:29]([CH2:31][NH:32][C:1](=[O:4])[CH2:2][CH3:3])=[N:28][C:27]=2[C:33]2[CH:34]=[CH:35][C:36]([O:39][CH3:40])=[CH:37][CH:38]=2)=[CH:24][CH:25]=1)[C:13]1[CH:18]=[CH:17][CH:16]=[CH:15][CH:14]=1. (4) The product is: [CH:1]1([CH:7]2[N:12]([CH2:7][C:1]3[CH:6]=[CH:5][C:4]([O:20][CH3:19])=[CH:3][CH:2]=3)[C:11](=[O:13])[CH2:10][O:9][CH2:8]2)[CH2:2][CH2:3][CH2:4][CH2:5][CH2:6]1. Given the reactants [CH:1]1([CH:7]2[NH:12][C:11](=[O:13])[CH2:10][O:9][CH2:8]2)[CH2:6][CH2:5][CH2:4][CH2:3][CH2:2]1.[H-].[Na+].CN([CH:19]=[O:20])C, predict the reaction product. (5) Given the reactants [CH2:1]([N:8]1[C:12]([CH:13]=O)=[CH:11][N:10]=[C:9]1[S:15][CH3:16])[C:2]1[CH:7]=[CH:6][CH:5]=[CH:4][CH:3]=1.[CH3:17][O:18][C:19]1[CH:20]=[C:21]([CH:25]=[CH:26][C:27]=1[O:28][CH3:29])[CH2:22][C:23]#[N:24], predict the reaction product. The product is: [CH2:1]([N:8]1[C:12](/[CH:13]=[C:22](/[C:21]2[CH:25]=[CH:26][C:27]([O:28][CH3:29])=[C:19]([O:18][CH3:17])[CH:20]=2)\[C:23]#[N:24])=[CH:11][N:10]=[C:9]1[S:15][CH3:16])[C:2]1[CH:7]=[CH:6][CH:5]=[CH:4][CH:3]=1. (6) Given the reactants BrC1C=C[C:5]([CH2:6][CH:7]2[C:16]3[C:11](=[CH:12][C:13](OCC4C=CC=CC=4)=[CH:14][CH:15]=3)[CH2:10][CH2:9][N:8]2[C:25]2[CH:30]=[CH:29][C:28]([F:31])=[CH:27][CH:26]=2)=CC=1.[NH:34]1[CH2:39][CH2:38][CH2:37][CH2:36][CH2:35]1.[C:40]1([CH3:46])[CH:45]=[CH:44][CH:43]=[CH:42][CH:41]=1.[CH3:47][C:48]([O-])(C)C.[Na+].[CH2:53]([O:55][CH2:56][CH3:57])C, predict the reaction product. The product is: [N:34]1([C:43]2[CH:44]=[CH:45][C:40]([CH2:46][CH2:53][O:55][CH:56]3[C:57]4[C:11](=[CH:12][C:13]([C:14]5[CH:5]=[CH:6][CH:7]=[CH:16][CH:15]=5)=[CH:47][CH:48]=4)[CH2:10][CH2:9][N:8]3[C:25]3[CH:26]=[CH:27][C:28]([F:31])=[CH:29][CH:30]=3)=[CH:41][CH:42]=2)[CH2:39][CH2:38][CH2:37][CH2:36][CH2:35]1. (7) Given the reactants CC[C@@H]([C@H](NC([C@@H](NC([C@@H](NC([C@@H](NC([C@@H](NC([C@H]1NCCC1)=O)CC(N)=O)=O)[C@H](O)C)=O)CS)=O)CCC(O)=O)=O)C(N[C@H](C(N[C@H](C(N[C@H](C(N[C@H](C(N[C@H](C(N[C@H](C(N[C@H](C(NCC(N[C@H](C(O)=O)CS)=O)=O)[C@H](O)C)=O)CS)=O)C)=O)C)=O)CC1C=CC(O)=CC=1)=O)C)=O)CS)=O)C.[NH2:103][C@H:104]([C:109]([OH:111])=[O:110])[CH2:105][C:106](=[O:108])[OH:107].C[C@@H](O)[C@H](NC([C@@H](NC([C@@H](NC([C@@H](N)CC(O)=O)=O)CC(O)=O)=O)C)=O)C(N[C@H](C(N[C@H](C(N[C@H](C(N[C@H](C(O)=O)[C@H](O)C)=O)CC1C=CC=CC=1)=O)[C@H](O)C)=O)CCCCN)=O.C(O)(C(F)(F)F)=O, predict the reaction product. The product is: [NH2:103][C@H:104]([C:109]([OH:111])=[O:110])[CH2:105][C:106]([OH:108])=[O:107].